The task is: Predict the reaction yield, written as a fraction of the theoretical maximum amount of product (1.0 means a 100% yield; for example, 0.34 means a 34% yield).. This data is from Reaction yield outcomes from USPTO patents with 853,638 reactions. The reactants are [N+]([N:4]1[CH:12]=[C:11]2[C:6]([CH:7]=[CH:8][C:9]([N+:13]([O-:15])=[O:14])=[CH:10]2)=[N:5]1)([O-])=O.[CH3:16][N:17]1[CH2:22][CH2:21][NH:20][CH2:19][CH2:18]1. The catalyst is C1COCC1. The product is [CH3:16][N:17]1[CH2:22][CH2:21][N:20]([C:12]2[C:11]3[C:6](=[CH:7][CH:8]=[C:9]([N+:13]([O-:15])=[O:14])[CH:10]=3)[NH:5][N:4]=2)[CH2:19][CH2:18]1. The yield is 0.490.